Predict the product of the given reaction. From a dataset of Forward reaction prediction with 1.9M reactions from USPTO patents (1976-2016). (1) Given the reactants [CH3:1][O:2][CH2:3][O:4][C:5]1[C:6]([CH:16]([OH:18])[CH3:17])=[CH:7][C:8]([CH2:11][C:12]([CH3:15])([CH3:14])[CH3:13])=[N:9][CH:10]=1.C(=O)(O)[O-].[Na+].CC(OI1(OC(C)=O)(OC(C)=O)OC(=O)C2C=CC=CC1=2)=O, predict the reaction product. The product is: [CH3:1][O:2][CH2:3][O:4][C:5]1[C:6]([C:16](=[O:18])[CH3:17])=[CH:7][C:8]([CH2:11][C:12]([CH3:13])([CH3:15])[CH3:14])=[N:9][CH:10]=1. (2) The product is: [NH2:1][C@H:2]1[C:7]([F:8])([F:9])[CH2:6][CH2:5][CH2:4][C@H:3]1[NH:10][C:11]1[CH:12]=[C:13]([NH:19][C:20]2[O:24][N:23]=[C:22]([C:25]3[CH:30]=[CH:29][CH:28]=[CH:27][CH:26]=3)[CH:21]=2)[C:14]([C:17]([NH2:18])=[O:37])=[N:15][CH:16]=1. Given the reactants [NH2:1][C@H:2]1[C:7]([F:9])([F:8])[CH2:6][CH2:5][CH2:4][C@H:3]1[NH:10][C:11]1[CH:12]=[C:13]([NH:19][C:20]2[O:24][N:23]=[C:22]([C:25]3[CH:30]=[CH:29][CH:28]=[CH:27][CH:26]=3)[CH:21]=2)[C:14]([C:17]#[N:18])=[N:15][CH:16]=1.[OH-].[Na+].OO.CC(O)=[O:37], predict the reaction product.